Dataset: Catalyst prediction with 721,799 reactions and 888 catalyst types from USPTO. Task: Predict which catalyst facilitates the given reaction. The catalyst class is: 17. Product: [S:1]1[C:5]2[CH:6]=[C:7]([C:10]3[C:15]([CH:16]([CH2:21][CH2:22][CH3:23])[C:17]([OH:19])=[O:18])=[C:14]([CH3:24])[N:13]=[C:12]([C:25]4[CH:26]=[CH:27][CH:28]=[CH:29][CH:30]=4)[N:11]=3)[CH:8]=[CH:9][C:4]=2[N:3]=[CH:2]1. Reactant: [S:1]1[C:5]2[CH:6]=[C:7]([C:10]3[C:15]([CH:16]([CH2:21][CH2:22][CH3:23])[C:17]([O:19]C)=[O:18])=[C:14]([CH3:24])[N:13]=[C:12]([C:25]4[CH:30]=[CH:29][CH:28]=[CH:27][CH:26]=4)[N:11]=3)[CH:8]=[CH:9][C:4]=2[N:3]=[CH:2]1.[I-].[Li+].